Dataset: Catalyst prediction with 721,799 reactions and 888 catalyst types from USPTO. Task: Predict which catalyst facilitates the given reaction. (1) Reactant: [Mg:1].C([Br:4])C.[CH3:5][N:6]([CH2:9][CH2:10][CH2:11][CH2:12][CH2:13][CH2:14][O:15][C:16]1[CH:21]=[CH:20][C:19](Br)=[CH:18][CH:17]=1)[CH2:7][CH3:8]. Product: [CH3:5][N:6]([CH2:9][CH2:10][CH2:11][CH2:12][CH2:13][CH2:14][O:15][C:16]1[CH:17]=[CH:18][C:19]([Mg:1][Br:4])=[CH:20][CH:21]=1)[CH2:7][CH3:8]. The catalyst class is: 7. (2) Reactant: [OH:1][C:2]1[CH:3]=[C:4]([CH:7]=[CH:8][CH:9]=1)[C:5]#[N:6].[H-].[Na+].Br[CH2:13][CH2:14][CH2:15][C:16]([O:18][CH2:19][CH3:20])=[O:17]. Product: [C:5]([C:4]1[CH:3]=[C:2]([O:1][CH2:13][CH2:14][CH2:15][C:16]([O:18][CH2:19][CH3:20])=[O:17])[CH:9]=[CH:8][CH:7]=1)#[N:6]. The catalyst class is: 3. (3) Reactant: Br[C:2]1[CH:7]=[CH:6][C:5]([CH:8]([CH3:22])[C:9]([C:15]2[CH:20]=[CH:19][N:18]=[C:17]([CH3:21])[CH:16]=2)([OH:14])[C:10]([F:13])([F:12])[F:11])=[C:4]([Cl:23])[CH:3]=1.C([O-])([O-])=O.[Cs+].[Cs+].[C:30]([C:33]1[CH:38]=[CH:37][C:36](B(O)O)=[CH:35][CH:34]=1)([OH:32])=[O:31]. Product: [Cl:23][C:4]1[CH:3]=[C:2]([C:36]2[CH:37]=[CH:38][C:33]([C:30]([OH:32])=[O:31])=[CH:34][CH:35]=2)[CH:7]=[CH:6][C:5]=1[CH:8]([CH3:22])[C:9]([OH:14])([C:15]1[CH:20]=[CH:19][N:18]=[C:17]([CH3:21])[CH:16]=1)[C:10]([F:13])([F:12])[F:11]. The catalyst class is: 77. (4) Reactant: Cl[C:2]([O:4][CH3:5])=[O:3].[CH2:6]1[C:15]2[C:10](=[CH:11][CH:12]=[CH:13][CH:14]=2)[CH2:9][CH2:8][NH:7]1.C(N(CC)CC)C. Product: [CH3:5][O:4][C:2]([N:7]1[CH2:8][CH2:9][C:10]2[C:15](=[CH:14][CH:13]=[CH:12][CH:11]=2)[CH2:6]1)=[O:3]. The catalyst class is: 2.